Predict which catalyst facilitates the given reaction. From a dataset of Catalyst prediction with 721,799 reactions and 888 catalyst types from USPTO. (1) Reactant: [CH3:1][O:2][C:3](=[O:17])[C:4]([CH3:16])=[CH:5][C:6]1[CH:11]=[CH:10][CH:9]=[C:8]([C:12]([NH2:15])([CH3:14])[CH3:13])[CH:7]=1.[Mg]. Product: [CH3:1][O:2][C:3](=[O:17])[CH:4]([CH3:16])[CH2:5][C:6]1[CH:11]=[CH:10][CH:9]=[C:8]([C:12]([NH2:15])([CH3:13])[CH3:14])[CH:7]=1. The catalyst class is: 5. (2) Reactant: [C:1]1([C@H:7]([CH2:9][OH:10])[NH2:8])[CH:6]=[CH:5][CH:4]=[CH:3][CH:2]=1.[CH3:11][C:12]1[CH:17]=[CH:16][C:15]([NH:18][C:19](=[O:32])[CH2:20][C:21]([C:23]2[CH:28]=[CH:27][C:26]([N+:29]([O-:31])=[O:30])=[CH:25][CH:24]=2)=O)=[CH:14][C:13]=1[C:33]([F:36])([F:35])[F:34].C(O[CH:40](OCC)[CH:41]=[CH2:42])C.C(O)=O. Product: [CH3:11][C:12]1[CH:17]=[CH:16][C:15]([NH:18][C:19]([C:20]2[CH2:40][CH2:41][CH:42]3[O:10][CH2:9][C@@H:7]([C:1]4[CH:6]=[CH:5][CH:4]=[CH:3][CH:2]=4)[N:8]3[C:21]=2[C:23]2[CH:28]=[CH:27][C:26]([N+:29]([O-:31])=[O:30])=[CH:25][CH:24]=2)=[O:32])=[CH:14][C:13]=1[C:33]([F:36])([F:35])[F:34]. The catalyst class is: 346. (3) Reactant: [CH2:1]([C@H:8]1[CH2:12][O:11][C:10](=[O:13])[N:9]1[C:14](=[O:23])[CH2:15][CH2:16][C:17]1[CH:22]=[CH:21][CH:20]=[CH:19][CH:18]=1)[C:2]1[CH:7]=[CH:6][CH:5]=[CH:4][CH:3]=1.CCN(C(C)C)C(C)C.[O:33]1COCO[CH2:34]1. Product: [CH2:1]([C@H:8]1[CH2:12][O:11][C:10](=[O:13])[N:9]1[C:14](=[O:23])[C@@H:15]([CH2:34][OH:33])[CH2:16][C:17]1[CH:22]=[CH:21][CH:20]=[CH:19][CH:18]=1)[C:2]1[CH:3]=[CH:4][CH:5]=[CH:6][CH:7]=1. The catalyst class is: 642. (4) Product: [CH3:35][O:36][C:37](=[O:45])[C:38]1[CH:43]=[CH:42][C:41]([O:27][C:24]2[CH:25]=[CH:26][C:21]([C:3]([CH2:4][CH3:5])([C:6]3[CH:11]=[CH:10][C:9](/[CH:12]=[CH:13]/[C:14]([CH2:15][CH3:16])([OH:17])[CH2:18][CH3:19])=[C:8]([CH3:20])[CH:7]=3)[CH2:1][CH3:2])=[CH:22][C:23]=2[CH3:28])=[CH:40][CH:39]=1. The catalyst class is: 3. Reactant: [CH2:1]([C:3]([C:21]1[CH:26]=[CH:25][C:24]([OH:27])=[C:23]([CH3:28])[CH:22]=1)([C:6]1[CH:11]=[CH:10][C:9](/[CH:12]=[CH:13]/[C:14]([CH2:18][CH3:19])([OH:17])[CH2:15][CH3:16])=[C:8]([CH3:20])[CH:7]=1)[CH2:4][CH3:5])[CH3:2].C([O-])([O-])=O.[K+].[K+].[CH3:35][O:36][C:37](=[O:45])[C:38]1[CH:43]=[CH:42][C:41](F)=[CH:40][CH:39]=1.C(OCC)(=O)C.